Dataset: Forward reaction prediction with 1.9M reactions from USPTO patents (1976-2016). Task: Predict the product of the given reaction. Given the reactants [Cl:1][C:2]1[CH:10]=[C:9]2[C:5]([C:6]([CH2:19][CH:20]([CH3:22])[CH3:21])=[CH:7][N:8]2[C:11]2[S:12][CH:13]=[C:14](C(O)=O)[N:15]=2)=[CH:4][CH:3]=1.CC[N:25]([CH2:28]C)CC.C1(P(N=[N+]=[N-])(C2C=CC=CC=2)=[O:37])C=CC=CC=1.[C:47]([OH:51])([CH3:50])([CH3:49])[CH3:48], predict the reaction product. The product is: [Cl:1][C:2]1[CH:10]=[C:9]2[C:5]([C:6]([CH2:19][CH:20]([CH3:21])[CH3:22])=[CH:7][N:8]2[C:11]2[S:12][CH:13]=[C:14]([NH:25][C:28](=[O:37])[O:51][C:47]([CH3:50])([CH3:49])[CH3:48])[N:15]=2)=[CH:4][CH:3]=1.